From a dataset of Full USPTO retrosynthesis dataset with 1.9M reactions from patents (1976-2016). Predict the reactants needed to synthesize the given product. (1) The reactants are: [OH:1][CH2:2][C@@H:3]1[C@H:7]2[O:8][C:9]([CH3:12])([CH3:11])[O:10][C@H:6]2[C@H:5]([N:13]2[CH:18]=[CH:17][N:16]=[C:15]([C:19]([O:21][CH3:22])=[O:20])[C:14]2=[O:23])[O:4]1.[P:24]([O-])([O:34][CH2:35][C:36]1[CH:41]=[CH:40][CH:39]=[CH:38][CH:37]=1)([O:26][CH2:27][C:28]1[CH:33]=[CH:32][CH:31]=[CH:30][CH:29]=1)=[O:25].C1(P(C2C=CC=CC=2)C2C=CC=CC=2)C=CC=CC=1.N(C(OC(C)C)=O)=NC(OC(C)C)=O. Given the product [CH2:27]([O:26][P:24]([O:1][CH2:2][C@@H:3]1[C@H:7]2[O:8][C:9]([CH3:12])([CH3:11])[O:10][C@H:6]2[C@H:5]([N:13]2[CH:18]=[CH:17][N:16]=[C:15]([C:19]([O:21][CH3:22])=[O:20])[C:14]2=[O:23])[O:4]1)([O:34][CH2:35][C:36]1[CH:41]=[CH:40][CH:39]=[CH:38][CH:37]=1)=[O:25])[C:28]1[CH:29]=[CH:30][CH:31]=[CH:32][CH:33]=1, predict the reactants needed to synthesize it. (2) Given the product [Cl-:10].[C:1]([C:2]1[CH:3]=[N+:4]([CH2:11][C:12](=[O:13])[C:14]2[S:15][CH:16]=[CH:17][CH:18]=2)[CH:5]=[CH:6][CH:7]=1)([OH:9])=[O:8], predict the reactants needed to synthesize it. The reactants are: [C:1]([OH:9])(=[O:8])[C:2]1[CH:7]=[CH:6][CH:5]=[N:4][CH:3]=1.[Cl:10][CH2:11][C:12]([C:14]1[S:15][CH:16]=[CH:17][CH:18]=1)=[O:13].C(OCC)C. (3) Given the product [F:36][C:32]1[CH:33]=[CH:34][CH:35]=[C:2]([F:1])[C:3]=1[O:4][C:5]1[C:19]([O:20][C:21]2[CH:22]=[N:23][C:24]([S:27]([CH2:30][CH3:31])(=[O:29])=[O:28])=[CH:25][CH:26]=2)=[CH:18][C:8]2[NH:9][C:10]([C:12]3[CH:17]=[N:37][CH:15]=[CH:14][N:13]=3)=[N:11][C:7]=2[CH:6]=1, predict the reactants needed to synthesize it. The reactants are: [F:1][C:2]1[CH:35]=[CH:34][CH:33]=[C:32]([F:36])[C:3]=1[O:4][C:5]1[C:19]([O:20][C:21]2[CH:22]=[N:23][C:24]([S:27]([CH2:30][CH3:31])(=[O:29])=[O:28])=[CH:25][CH:26]=2)=[CH:18][C:8]2[NH:9][C:10]([C:12]3[CH:17]=C[CH:15]=[CH:14][N:13]=3)=[N:11][C:7]=2[CH:6]=1.[N:37]1C=CN=CC=1C(O)=O. (4) Given the product [ClH:15].[NH:1]([C:5]1[CH:14]=[C:13]2[C:8]([C:9]([CH2:16][C:17]3[CH:22]=[CH:21][N:20]=[CH:19][CH:18]=3)=[N:10][N:11]=[C:12]2[NH:23][C:24]2[CH:29]=[CH:28][CH:27]=[CH:26][CH:25]=2)=[CH:7][CH:6]=1)[C:2]([CH3:4])=[O:3], predict the reactants needed to synthesize it. The reactants are: [NH:1]([C:5]1[CH:14]=[C:13]2[C:8]([C:9]([CH2:16][C:17]3[CH:22]=[CH:21][N:20]=[CH:19][CH:18]=3)=[N:10][N:11]=[C:12]2[Cl:15])=[CH:7][CH:6]=1)[C:2]([CH3:4])=[O:3].[NH2:23][C:24]1[CH:29]=[CH:28][CH:27]=[CH:26][CH:25]=1. (5) The reactants are: Cl[C:2]1[C:3]([O:8][CH:9]2[CH2:12][N:11]([C:13]3[CH:22]=[CH:21][C:20]4[C:15](=[CH:16][CH:17]=[CH:18][CH:19]=4)[N:14]=3)[CH2:10]2)=[N:4][CH:5]=[CH:6][N:7]=1.CC1(C)C(C)(C)OB([C:31]2[CH2:36][CH2:35][N:34]([C:37]([O:39][C:40]([CH3:43])([CH3:42])[CH3:41])=[O:38])[CH2:33][CH:32]=2)O1.[O-]P([O-])([O-])=O.[K+].[K+].[K+]. Given the product [N:14]1[C:15]2[C:20](=[CH:19][CH:18]=[CH:17][CH:16]=2)[CH:21]=[CH:22][C:13]=1[N:11]1[CH2:12][CH:9]([O:8][C:3]2[C:2]([C:31]3[CH2:36][CH2:35][N:34]([C:37]([O:39][C:40]([CH3:43])([CH3:42])[CH3:41])=[O:38])[CH2:33][CH:32]=3)=[N:7][CH:6]=[CH:5][N:4]=2)[CH2:10]1, predict the reactants needed to synthesize it. (6) Given the product [CH3:15][O:14][C:6]1[CH:5]=[CH:4][N:3]=[C:2]([C:21]#[C:20][Si:16]([CH3:19])([CH3:18])[CH3:17])[C:7]=1[NH:8][C:9](=[O:13])[O:10][CH2:11][CH3:12], predict the reactants needed to synthesize it. The reactants are: Br[C:2]1[C:7]([NH:8][C:9](=[O:13])[O:10][CH2:11][CH3:12])=[C:6]([O:14][CH3:15])[CH:5]=[CH:4][N:3]=1.[Si:16]([C:20]#[CH:21])([CH3:19])([CH3:18])[CH3:17].